This data is from NCI-60 drug combinations with 297,098 pairs across 59 cell lines. The task is: Regression. Given two drug SMILES strings and cell line genomic features, predict the synergy score measuring deviation from expected non-interaction effect. (1) Drug 1: CCC1(CC2CC(C3=C(CCN(C2)C1)C4=CC=CC=C4N3)(C5=C(C=C6C(=C5)C78CCN9C7C(C=CC9)(C(C(C8N6C)(C(=O)OC)O)OC(=O)C)CC)OC)C(=O)OC)O.OS(=O)(=O)O. Drug 2: C1=CN(C=N1)CC(O)(P(=O)(O)O)P(=O)(O)O. Cell line: OVCAR3. Synergy scores: CSS=4.25, Synergy_ZIP=-0.122, Synergy_Bliss=1.62, Synergy_Loewe=3.96, Synergy_HSA=-1.46. (2) Drug 1: CC12CCC3C(C1CCC2=O)CC(=C)C4=CC(=O)C=CC34C. Drug 2: C1=CN(C(=O)N=C1N)C2C(C(C(O2)CO)O)O.Cl. Cell line: SW-620. Synergy scores: CSS=51.2, Synergy_ZIP=-0.283, Synergy_Bliss=-0.885, Synergy_Loewe=-7.65, Synergy_HSA=0.363. (3) Drug 1: CC1=CC2C(CCC3(C2CCC3(C(=O)C)OC(=O)C)C)C4(C1=CC(=O)CC4)C. Drug 2: CC1CCC2CC(C(=CC=CC=CC(CC(C(=O)C(C(C(=CC(C(=O)CC(OC(=O)C3CCCCN3C(=O)C(=O)C1(O2)O)C(C)CC4CCC(C(C4)OC)O)C)C)O)OC)C)C)C)OC. Cell line: CAKI-1. Synergy scores: CSS=24.5, Synergy_ZIP=-8.83, Synergy_Bliss=-5.32, Synergy_Loewe=-49.3, Synergy_HSA=-8.18. (4) Drug 1: CC(C1=C(C=CC(=C1Cl)F)Cl)OC2=C(N=CC(=C2)C3=CN(N=C3)C4CCNCC4)N. Drug 2: C1=CC(=CC=C1C#N)C(C2=CC=C(C=C2)C#N)N3C=NC=N3. Cell line: MALME-3M. Synergy scores: CSS=3.34, Synergy_ZIP=-0.519, Synergy_Bliss=5.61, Synergy_Loewe=0.623, Synergy_HSA=3.58. (5) Drug 1: CCC1=C2CN3C(=CC4=C(C3=O)COC(=O)C4(CC)O)C2=NC5=C1C=C(C=C5)O. Drug 2: CS(=O)(=O)OCCCCOS(=O)(=O)C. Cell line: OVCAR-4. Synergy scores: CSS=4.10, Synergy_ZIP=0.0450, Synergy_Bliss=1.52, Synergy_Loewe=-1.12, Synergy_HSA=0.811. (6) Drug 1: CS(=O)(=O)C1=CC(=C(C=C1)C(=O)NC2=CC(=C(C=C2)Cl)C3=CC=CC=N3)Cl. Drug 2: CC1CCCC2(C(O2)CC(NC(=O)CC(C(C(=O)C(C1O)C)(C)C)O)C(=CC3=CSC(=N3)C)C)C. Synergy scores: CSS=6.49, Synergy_ZIP=-0.921, Synergy_Bliss=3.62, Synergy_Loewe=3.27, Synergy_HSA=3.39. Cell line: SK-OV-3. (7) Drug 1: CCC1=C2CN3C(=CC4=C(C3=O)COC(=O)C4(CC)O)C2=NC5=C1C=C(C=C5)O. Drug 2: COCCOC1=C(C=C2C(=C1)C(=NC=N2)NC3=CC=CC(=C3)C#C)OCCOC.Cl. Cell line: SW-620. Synergy scores: CSS=37.4, Synergy_ZIP=-3.90, Synergy_Bliss=2.59, Synergy_Loewe=-33.4, Synergy_HSA=1.08.